Dataset: NCI-60 drug combinations with 297,098 pairs across 59 cell lines. Task: Regression. Given two drug SMILES strings and cell line genomic features, predict the synergy score measuring deviation from expected non-interaction effect. (1) Drug 2: CN(C)C1=NC(=NC(=N1)N(C)C)N(C)C. Drug 1: CCC1=CC2CC(C3=C(CN(C2)C1)C4=CC=CC=C4N3)(C5=C(C=C6C(=C5)C78CCN9C7C(C=CC9)(C(C(C8N6C)(C(=O)OC)O)OC(=O)C)CC)OC)C(=O)OC.C(C(C(=O)O)O)(C(=O)O)O. Synergy scores: CSS=17.9, Synergy_ZIP=2.09, Synergy_Bliss=5.79, Synergy_Loewe=-57.0, Synergy_HSA=1.23. Cell line: COLO 205. (2) Drug 1: C1=NC2=C(N=C(N=C2N1C3C(C(C(O3)CO)O)O)F)N. Drug 2: CNC(=O)C1=NC=CC(=C1)OC2=CC=C(C=C2)NC(=O)NC3=CC(=C(C=C3)Cl)C(F)(F)F. Cell line: PC-3. Synergy scores: CSS=6.17, Synergy_ZIP=-3.55, Synergy_Bliss=-4.53, Synergy_Loewe=-9.40, Synergy_HSA=-6.12.